From a dataset of Full USPTO retrosynthesis dataset with 1.9M reactions from patents (1976-2016). Predict the reactants needed to synthesize the given product. (1) Given the product [C:1]([CH:5]([N:12]([C:29](=[O:30])[C:28]1[CH:32]=[C:33]([CH3:35])[CH:34]=[C:26]([CH3:25])[CH:27]=1)[NH:13][C:14](=[O:24])[C:15]1[CH:20]=[CH:19][CH:18]=[C:17]([O:21][CH3:22])[C:16]=1[CH3:23])[CH2:6][CH2:7][CH2:8][CH2:9][CH2:10][CH3:11])([CH3:2])([CH3:3])[CH3:4], predict the reactants needed to synthesize it. The reactants are: [C:1]([CH:5]([NH:12][NH:13][C:14](=[O:24])[C:15]1[CH:20]=[CH:19][CH:18]=[C:17]([O:21][CH3:22])[C:16]=1[CH3:23])[CH2:6][CH2:7][CH2:8][CH2:9][CH2:10][CH3:11])([CH3:4])([CH3:3])[CH3:2].[CH3:25][C:26]1[CH:27]=[C:28]([CH:32]=[C:33]([CH3:35])[CH:34]=1)[C:29](Cl)=[O:30].C([O-])([O-])=O.[K+].[K+]. (2) Given the product [F:27][C:23]1[CH:24]=[CH:25][CH:26]=[C:2]([F:1])[C:3]=1[C:4]([NH:6][C:7]1[C:8]([C:12]2[N:16]([CH3:34])[C:15]3[CH:17]=[CH:18][CH:19]=[C:20]([N:28]4[CH2:33][CH2:32][O:31][CH2:30][CH2:29]4)[C:14]=3[N:13]=2)=[N:9][NH:10][CH:11]=1)=[O:5], predict the reactants needed to synthesize it. The reactants are: [F:1][C:2]1[CH:26]=[CH:25][CH:24]=[C:23]([F:27])[C:3]=1[C:4]([NH:6][C:7]1[C:8]([C:12]2[NH:16][C:15]3[CH:17]=[CH:18][CH:19]=[C:20](C=O)[C:14]=3[N:13]=2)=[N:9][NH:10][CH:11]=1)=[O:5].[NH:28]1[CH2:33][CH2:32][O:31][CH2:30][CH2:29]1.[C:34](O[BH-](OC(=O)C)OC(=O)C)(=O)C.[Na+].